Predict the reactants needed to synthesize the given product. From a dataset of Full USPTO retrosynthesis dataset with 1.9M reactions from patents (1976-2016). (1) Given the product [Br:10][C:11]1[CH:12]=[CH:13][C:14]([C:17]([N:4]2[CH2:5][CH2:6][N:1]([CH2:7][CH2:8][OH:9])[CH2:2][CH2:3]2)=[O:18])=[N:15][CH:16]=1, predict the reactants needed to synthesize it. The reactants are: [N:1]1([CH2:7][CH2:8][OH:9])[CH2:6][CH2:5][NH:4][CH2:3][CH2:2]1.[Br:10][C:11]1[CH:12]=[CH:13][C:14]([C:17](O)=[O:18])=[N:15][CH:16]=1.CN(C(ON1N=NC2C=CC=CC1=2)=[N+](C)C)C.F[P-](F)(F)(F)(F)F.C1C=CC2N(O)N=NC=2C=1.CCN(C(C)C)C(C)C. (2) Given the product [CH3:16][N:4]1[C:5]2[C:10](=[CH:9][C:8]([O:11][C:12]([F:15])([F:14])[F:13])=[CH:7][CH:6]=2)[C:2]([Sn:26]([CH2:28][CH2:29][CH2:30][CH3:31])([CH2:32][CH2:33][CH2:34][CH3:35])[CH2:22][CH2:23][CH2:24][CH3:25])=[N:3]1, predict the reactants needed to synthesize it. The reactants are: I[C:2]1[C:10]2[C:5](=[CH:6][CH:7]=[C:8]([O:11][C:12]([F:15])([F:14])[F:13])[CH:9]=2)[N:4]([CH3:16])[N:3]=1.C([Mg]Cl)(C)C.[CH2:22]([Sn:26]([CH2:32][CH2:33][CH2:34][CH3:35])([CH2:28][CH2:29][CH2:30][CH3:31])Cl)[CH2:23][CH2:24][CH3:25]. (3) Given the product [O:1]1[CH:5]=[CH:4][CH:3]=[C:2]1[C:6]1[O:7][C:8]([CH3:37])=[C:9]([CH2:11][O:12][C:13]2[CH:36]=[CH:35][C:16]([CH2:17][C:18]3[O:19][C:20]([CH2:29][CH2:30][C:31]([OH:33])=[O:32])=[C:21]([C:23]4[CH:28]=[CH:27][CH:26]=[CH:25][CH:24]=4)[N:22]=3)=[CH:15][CH:14]=2)[N:10]=1, predict the reactants needed to synthesize it. The reactants are: [O:1]1[CH:5]=[CH:4][CH:3]=[C:2]1[C:6]1[O:7][C:8]([CH3:37])=[C:9]([CH2:11][O:12][C:13]2[CH:36]=[CH:35][C:16]([CH2:17][C:18]3[O:19][C:20]([CH2:29][CH2:30][C:31]([O:33]C)=[O:32])=[C:21]([C:23]4[CH:28]=[CH:27][CH:26]=[CH:25][CH:24]=4)[N:22]=3)=[CH:15][CH:14]=2)[N:10]=1.O.[OH-].[Li+].O1CCCC1.Cl. (4) Given the product [CH:12]1([CH2:11][CH2:10][CH2:9][C@@H:8]([C:18]2[O:22][N:21]=[C:20]([C:23]([N:25]3[CH2:26][CH:27]([C:29]([O:31][CH3:32])=[O:30])[CH2:28]3)=[O:24])[N:19]=2)[CH2:7][C:6]([OH:33])=[O:5])[CH2:17][CH2:16][CH2:15][CH2:14][CH2:13]1, predict the reactants needed to synthesize it. The reactants are: C([O:5][C:6](=[O:33])[CH2:7][C@H:8]([C:18]1[O:22][N:21]=[C:20]([C:23]([N:25]2[CH2:28][CH:27]([C:29]([O:31][CH3:32])=[O:30])[CH2:26]2)=[O:24])[N:19]=1)[CH2:9][CH2:10][CH2:11][CH:12]1[CH2:17][CH2:16][CH2:15][CH2:14][CH2:13]1)(C)(C)C.FC(F)(F)C(O)=O. (5) The reactants are: [Cl:1][C:2]1[CH:7]=[CH:6][C:5]([S:8]([CH2:11][C:12]2[CH:17]=[C:16]([F:18])[CH:15]=[CH:14][C:13]=2[F:19])(=[O:10])=[O:9])=[CH:4][CH:3]=1.[N:20]1[CH:25]=[CH:24][C:23]([CH2:26]O)=[CH:22][CH:21]=1.C(C=P(CCCC)(CCCC)CCCC)#N.CCCCCC. Given the product [Cl:1][C:2]1[CH:7]=[CH:6][C:5]([S:8]([CH:11]([C:12]2[CH:17]=[C:16]([F:18])[CH:15]=[CH:14][C:13]=2[F:19])[CH2:26][C:23]2[CH:24]=[CH:25][N:20]=[CH:21][CH:22]=2)(=[O:10])=[O:9])=[CH:4][CH:3]=1, predict the reactants needed to synthesize it. (6) Given the product [C:1]1([CH2:7][N:8]2[C:16](=[O:15])[N:11]3[CH2:10][CH:9]2[CH2:14][CH2:13][CH2:12]3)[CH:2]=[CH:3][CH:4]=[CH:5][CH:6]=1, predict the reactants needed to synthesize it. The reactants are: [C:1]1([CH2:7][NH:8][CH:9]2[CH2:14][CH2:13][CH2:12][NH:11][CH2:10]2)[CH:6]=[CH:5][CH:4]=[CH:3][CH:2]=1.[O:15]=[C:16](Cl)OC(Cl)(Cl)Cl. (7) Given the product [CH3:22][O:11][N:12]([CH3:16])[C:8]([C:6]1[O:7][C:3]([O:2][CH3:1])=[CH:4][N:5]=1)=[O:10], predict the reactants needed to synthesize it. The reactants are: [CH3:1][O:2][C:3]1[O:7][C:6]([C:8]([OH:10])=O)=[N:5][CH:4]=1.[OH:11][N:12]1[C:16]2C=CC=CC=2N=N1.Cl.[CH3:22]N(C)CCCN=C=NCC.C(N(CC)CC)C.